This data is from Full USPTO retrosynthesis dataset with 1.9M reactions from patents (1976-2016). The task is: Predict the reactants needed to synthesize the given product. (1) Given the product [NH2:25][C:19]1[C:18]2[C:23](=[CH:24][C:15]([CH2:14][N:11]3[CH2:12][CH2:13][NH:8][CH2:9][C:10]3=[O:26])=[CH:16][CH:17]=2)[N:22]=[CH:21][N:20]=1, predict the reactants needed to synthesize it. The reactants are: C(OC([N:8]1[CH2:13][CH2:12][N:11]([CH2:14][C:15]2[CH:24]=[C:23]3[C:18]([C:19]([NH2:25])=[N:20][CH:21]=[N:22]3)=[CH:17][CH:16]=2)[C:10](=[O:26])[CH2:9]1)=O)(C)(C)C.Cl. (2) Given the product [CH2:10]([NH:9][C:5]1[CH:4]=[C:3]([CH:8]=[CH:7][CH:6]=1)[CH2:2][NH:1][C:27]([C:23]1[CH:22]=[C:21]2[C:26](=[CH:25][CH:24]=1)[N:17]=[CH:18][CH:19]=[CH:20]2)=[O:28])[C:11]1[CH:16]=[CH:15][CH:14]=[CH:13][CH:12]=1, predict the reactants needed to synthesize it. The reactants are: [NH2:1][CH2:2][C:3]1[CH:4]=[C:5]([NH:9][CH2:10][C:11]2[CH:16]=[CH:15][CH:14]=[CH:13][CH:12]=2)[CH:6]=[CH:7][CH:8]=1.[N:17]1[C:26]2[C:21](=[CH:22][C:23]([C:27](O)=[O:28])=[CH:24][CH:25]=2)[CH:20]=[CH:19][CH:18]=1.F[P-](F)(F)(F)(F)F.N1([P+](N(C)C)(N(C)C)N(C)C)C2C=CC=CC=2N=N1.C(N(CC)CC)C. (3) Given the product [CH:24]1([C:22]([N:19]2[CH2:20][CH2:21][C@@H:17]([CH2:16][C:9]3[N:8]([C:5]4[CH:6]=[CH:7][C:2]([C:33]5[CH:32]=[C:31]6[C:30]([CH:38]=[CH:39][NH:34]6)=[CH:29][CH:28]=5)=[CH:3][CH:4]=4)[C:13]([CH3:14])=[CH:12][C:11](=[O:15])[N:10]=3)[CH2:18]2)=[O:23])[CH2:26][CH2:25]1.[CH:50]1([C:48]([N:45]2[CH2:46][CH2:47][C@@H:43]([CH2:42][C:35]3[N:34]([C:31]4[CH:32]=[CH:33][C:28]([C:69]5[CH:68]=[C:67]6[C:63]([CH:64]=[CH:65][NH:66]6)=[CH:62][CH:61]=5)=[CH:29][CH:30]=4)[C:39](=[O:40])[CH:38]=[C:37]([CH3:41])[N:36]=3)[CH2:44]2)=[O:49])[CH2:52][CH2:51]1, predict the reactants needed to synthesize it. The reactants are: Br[C:2]1[CH:7]=[CH:6][C:5]([N:8]2[C:13]([CH3:14])=[CH:12][C:11](=[O:15])[N:10]=[C:9]2[CH2:16][C@@H:17]2[CH2:21][CH2:20][N:19]([C:22]([CH:24]3[CH2:26][CH2:25]3)=[O:23])[CH2:18]2)=[CH:4][CH:3]=1.Br[C:28]1[CH:33]=[CH:32][C:31]([N:34]2[C:39](=[O:40])[CH:38]=[C:37]([CH3:41])[N:36]=[C:35]2[CH2:42][C@@H:43]2[CH2:47][CH2:46][N:45]([C:48]([CH:50]3[CH2:52][CH2:51]3)=[O:49])[CH2:44]2)=[CH:30][CH:29]=1.CC1(C)C(C)(C)OB([C:61]2[CH:62]=[C:63]3[C:67](=[CH:68][CH:69]=2)[NH:66][CH:65]=[CH:64]3)O1.C(=O)([O-])[O-].[K+].[K+]. (4) Given the product [C:1]([O:5][C:6]([N:8]1[CH2:12][CH2:11][CH2:10][CH:9]1[C:13]([N:15]1[CH2:20][CH2:19][N:18]([C:31]2[CH:36]=[C:35]([NH:37][CH2:38][C:39]3[CH:44]=[CH:43][C:42]([Cl:45])=[CH:41][C:40]=3[Cl:46])[N:34]3[N:47]=[CH:48][CH:49]=[C:33]3[N:32]=2)[CH2:17][CH2:16]1)=[O:14])=[O:7])([CH3:4])([CH3:2])[CH3:3], predict the reactants needed to synthesize it. The reactants are: [C:1]([O:5][C:6]([N:8]1[CH2:12][CH2:11][CH2:10][CH:9]1[C:13]([N:15]1[CH2:20][CH2:19][NH:18][CH2:17][CH2:16]1)=[O:14])=[O:7])([CH3:4])([CH3:3])[CH3:2].C(N(C(C)C)CC)(C)C.Cl[C:31]1[CH:36]=[C:35]([NH:37][CH2:38][C:39]2[CH:44]=[CH:43][C:42]([Cl:45])=[CH:41][C:40]=2[Cl:46])[N:34]2[N:47]=[CH:48][CH:49]=[C:33]2[N:32]=1.C(OCC)(=O)C. (5) The reactants are: [Cl-:1].[C@H:2]1([CH2:15][NH+:16]([CH3:18])[CH3:17])[C:14]2[N:6]([N:7]=[C:8]3[C:13]=2[CH:12]=[CH:11][CH:10]=[CH:9]3)[CH2:5][CH2:4][O:3]1.[Cl-].[CH:20]1(C[NH2+]C)C2N(N=C3C=2C=CC=C3)CCCO1. Given the product [Cl-:1].[CH:2]1([CH2:15][NH+:16]([CH3:18])[CH3:17])[C:14]2[N:6]([N:7]=[C:8]3[C:13]=2[CH:12]=[CH:11][CH:10]=[CH:9]3)[CH2:5][CH2:4][CH2:20][O:3]1, predict the reactants needed to synthesize it. (6) Given the product [CH3:12][O:13][C:14](=[O:17])[CH2:15][N:3]1[C:11]2[C:6](=[CH:7][CH:8]=[CH:9][CH:10]=2)[CH:5]=[CH:4]1, predict the reactants needed to synthesize it. The reactants are: [H-].[Na+].[NH:3]1[C:11]2[C:6](=[CH:7][CH:8]=[CH:9][CH:10]=2)[CH:5]=[CH:4]1.[CH3:12][O:13][C:14](=[O:17])[CH2:15]Br.O. (7) The reactants are: [CH2:1]([C:4]1[CH:5]=[C:6]([C:11]2[CH:16]=[C:15]([CH2:17][CH2:18][CH3:19])[CH:14]=[CH:13][C:12]=2[O:20][CH3:21])[CH:7]=[CH:8][C:9]=1[OH:10])[CH:2]=[CH2:3].B(Br)(Br)[Br:23]. Given the product [CH2:1]([C:4]1[CH:5]=[C:6]([C:11]2[C:12]([OH:20])=[CH:13][CH:14]=[C:15]([CH2:17][CH2:18][CH3:19])[CH:16]=2)[CH:7]=[CH:8][C:9]=1[OH:10])[CH:2]=[CH2:3].[Br:23][C:11]1[CH:16]=[C:15]([CH2:17][CH:18]=[CH2:19])[CH:14]=[CH:13][C:12]=1[O:20][CH3:21], predict the reactants needed to synthesize it.